From a dataset of Full USPTO retrosynthesis dataset with 1.9M reactions from patents (1976-2016). Predict the reactants needed to synthesize the given product. Given the product [Cl:1][C:2]1[N:10]=[C:9]2[C:5]([N:6]=[C:7]([CH2:13][N:14]3[CH2:19][CH2:36][CH:35]([N:38]4[CH2:39][CH2:40][S:41](=[O:45])(=[O:44])[CH2:42][CH2:43]4)[CH2:34][CH2:33]3)[N:8]2[CH2:11][CH3:12])=[C:4]([N:26]2[CH2:27][CH2:28][O:29][CH2:30][CH2:31]2)[N:3]=1, predict the reactants needed to synthesize it. The reactants are: [Cl:1][C:2]1[N:10]=[C:9]2[C:5]([N:6]=[C:7]([CH2:13][N:14]3[CH2:19]CN(C(C)(C)C(N)=O)CC3)[N:8]2[CH2:11][CH3:12])=[C:4]([N:26]2[CH2:31][CH2:30][O:29][CH2:28][CH2:27]2)[N:3]=1.N1C[CH2:36][CH:35]([N:38]2[CH2:43][CH2:42][S:41](=[O:45])(=[O:44])[CH2:40][CH2:39]2)[CH2:34][CH2:33]1.